From a dataset of CYP1A2 inhibition data for predicting drug metabolism from PubChem BioAssay. Regression/Classification. Given a drug SMILES string, predict its absorption, distribution, metabolism, or excretion properties. Task type varies by dataset: regression for continuous measurements (e.g., permeability, clearance, half-life) or binary classification for categorical outcomes (e.g., BBB penetration, CYP inhibition). Dataset: cyp1a2_veith. The molecule is COc1ccc(CNc2ncncc2-c2ccccc2Cl)c(OC)c1. The result is 1 (inhibitor).